Dataset: TCR-epitope binding with 47,182 pairs between 192 epitopes and 23,139 TCRs. Task: Binary Classification. Given a T-cell receptor sequence (or CDR3 region) and an epitope sequence, predict whether binding occurs between them. (1) The epitope is LPAADLDDF. The TCR CDR3 sequence is CSVERQSETQYF. Result: 1 (the TCR binds to the epitope). (2) The epitope is KLSYGIATV. The TCR CDR3 sequence is CSVDPTGSGNTIYF. Result: 1 (the TCR binds to the epitope). (3) The epitope is KLWAQCVQL. The TCR CDR3 sequence is CASSSYFYNEQFF. Result: 1 (the TCR binds to the epitope). (4) The epitope is GTSGSPIINR. The TCR CDR3 sequence is CSVEEGLAGVPEQFF. Result: 0 (the TCR does not bind to the epitope).